This data is from Reaction yield outcomes from USPTO patents with 853,638 reactions. The task is: Predict the reaction yield, written as a fraction of the theoretical maximum amount of product (1.0 means a 100% yield; for example, 0.34 means a 34% yield). (1) The reactants are Br[C:2]1[CH:3]=[C:4]([F:12])[CH:5]=[C:6]2[C:10]=1[NH:9][CH:8]=[C:7]2[CH3:11].[Cl:13][C:14]1[CH:15]=[C:16]([OH:21])[CH:17]=[CH:18][C:19]=1[Cl:20].Cl.CN(C)CC(O)=O.C([O-])([O-])=O.[Cs+].[Cs+]. The catalyst is O1CCOCC1.[Cu]I. The product is [Cl:13][C:14]1[CH:15]=[C:16]([CH:17]=[CH:18][C:19]=1[Cl:20])[O:21][C:2]1[CH:3]=[C:4]([F:12])[CH:5]=[C:6]2[C:10]=1[NH:9][CH:8]=[C:7]2[CH3:11]. The yield is 0.340. (2) The reactants are [NH2:1][C@@H:2]([C@@H:39]([C:46]1[CH:51]=[CH:50][C:49]([Cl:52])=[CH:48][CH:47]=1)[CH:40]1[CH2:45][CH2:44][O:43][CH2:42][CH2:41]1)[C:3]([NH:5][C:6]1[CH:37]=[CH:36][CH:35]=[C:34]([F:38])[C:7]=1[CH2:8][CH2:9][C@H:10]1[CH2:17][N:16]([C:18]([O:20][C:21]([CH3:24])([CH3:23])[CH3:22])=[O:19])[CH2:15][C:12]2([CH2:14][CH2:13]2)[N:11]1[S:25]([C:28]1[CH:33]=[CH:32][CH:31]=[CH:30][CH:29]=1)(=[O:27])=[O:26])=[O:4].[C:53](=O)([O:62][CH3:63])[O:54]N1C(=O)CCC1=O. The catalyst is C(Cl)Cl. The product is [Cl:52][C:49]1[CH:50]=[CH:51][C:46]([C@@H:39]([CH:40]2[CH2:45][CH2:44][O:43][CH2:42][CH2:41]2)[C@H:2]([NH:1][C:53]([O:62][CH3:63])=[O:54])[C:3]([NH:5][C:6]2[CH:37]=[CH:36][CH:35]=[C:34]([F:38])[C:7]=2[CH2:8][CH2:9][C@H:10]2[CH2:17][N:16]([C:18]([O:20][C:21]([CH3:22])([CH3:23])[CH3:24])=[O:19])[CH2:15][C:12]3([CH2:14][CH2:13]3)[N:11]2[S:25]([C:28]2[CH:33]=[CH:32][CH:31]=[CH:30][CH:29]=2)(=[O:27])=[O:26])=[O:4])=[CH:47][CH:48]=1. The yield is 0.370. (3) The reactants are Cl[C:2]1[C:3]2[CH2:16][CH2:15][N:14]([C:17](=[O:19])[CH3:18])[C:4]=2[N:5]=[C:6]([N:8]2[CH2:13][CH2:12][O:11][CH2:10][CH2:9]2)[N:7]=1.CC1(C)C(C)(C)OB([C:28]2[CH:33]=[CH:32][N:31]=[CH:30][CH:29]=2)O1.P([O-])([O-])([O-])=O.[K+].[K+].[K+].O. The catalyst is CN(C=O)C.C([O-])(=O)C.[Pd+2].C([O-])(=O)C.COC1C=CC=C(OC)C=1C1C=CC=CC=1P(C1CCCCC1)C1CCCCC1. The product is [N:8]1([C:6]2[N:7]=[C:2]([C:28]3[CH:33]=[CH:32][N:31]=[CH:30][CH:29]=3)[C:3]3[CH2:16][CH2:15][N:14]([C:17](=[O:19])[CH3:18])[C:4]=3[N:5]=2)[CH2:13][CH2:12][O:11][CH2:10][CH2:9]1. The yield is 1.00. (4) The reactants are Cl[C:2]1[CH:7]=[CH:6][N:5]2[N:8]=[CH:9][C:10]([C:11]([NH:13][C:14]3[C:15]([C:20]4[CH:25]=[C:24]([Cl:26])[CH:23]=[CH:22][C:21]=4[Cl:27])=[N:16][N:17]([CH3:19])[CH:18]=3)=[O:12])=[C:4]2[N:3]=1.[NH3:28]. The yield is 0.770. The catalyst is C(O)C. The product is [Cl:27][C:21]1[CH:22]=[CH:23][C:24]([Cl:26])=[CH:25][C:20]=1[C:15]1[C:14]([NH:13][C:11]([C:10]2[CH:9]=[N:8][N:5]3[CH:6]=[CH:7][C:2]([NH2:28])=[N:3][C:4]=23)=[O:12])=[CH:18][N:17]([CH3:19])[N:16]=1. (5) The reactants are O1CCCC1.[F:6][C:7]1[CH:25]=[CH:24][C:10]([CH2:11][O:12][C:13]2[N:18]=[CH:17][C:16]([CH2:19][C:20](Cl)=[N:21][OH:22])=[CH:15][CH:14]=2)=[CH:9][CH:8]=1.[C:26]([C:28]1[C:29]([NH2:35])=[N:30][C:31]([NH2:34])=[CH:32][CH:33]=1)#[CH:27].C(N(CC)CC)C. The catalyst is O. The product is [F:6][C:7]1[CH:25]=[CH:24][C:10]([CH2:11][O:12][C:13]2[N:18]=[CH:17][C:16]([CH2:19][C:20]3[CH:27]=[C:26]([C:28]4[C:29]([NH2:35])=[N:30][C:31]([NH2:34])=[CH:32][CH:33]=4)[O:22][N:21]=3)=[CH:15][CH:14]=2)=[CH:9][CH:8]=1. The yield is 0.765.